Predict the product of the given reaction. From a dataset of Forward reaction prediction with 1.9M reactions from USPTO patents (1976-2016). (1) Given the reactants [Cl:1][C:2]1[CH:3]=[C:4]([CH:14]=[C:15]([O:17]C)[CH:16]=1)[C:5]([N:7]([CH:11]([CH3:13])[CH3:12])[CH:8]([CH3:10])[CH3:9])=[O:6].B(Br)(Br)Br.CO, predict the reaction product. The product is: [Cl:1][C:2]1[CH:3]=[C:4]([CH:14]=[C:15]([OH:17])[CH:16]=1)[C:5]([N:7]([CH:8]([CH3:9])[CH3:10])[CH:11]([CH3:12])[CH3:13])=[O:6]. (2) Given the reactants [CH2:1]1[CH:5]2[CH2:6][NH:7][CH2:8][CH:4]2[CH2:3][N:2]1[C:9]([C:11]1[CH:16]=[CH:15][CH:14]=[CH:13][C:12]=1[C:17]1[S:18][CH:19]=[CH:20][CH:21]=1)=[O:10].Cl[C:23]1[N:28]=[C:27]([CH3:29])[CH:26]=[CH:25][N:24]=1, predict the reaction product. The product is: [CH3:29][C:27]1[CH:26]=[CH:25][N:24]=[C:23]([N:7]2[CH2:8][CH:4]3[CH:5]([CH2:1][N:2]([C:9]([C:11]4[CH:16]=[CH:15][CH:14]=[CH:13][C:12]=4[C:17]4[S:18][CH:19]=[CH:20][CH:21]=4)=[O:10])[CH2:3]3)[CH2:6]2)[N:28]=1. (3) Given the reactants [Br:1][C:2]1[CH:3]=[C:4]([C:9]([O:11][CH3:12])=[O:10])[CH:5]=[N:6][C:7]=1[CH3:8].C1C(=O)N([Br:20])C(=O)C1, predict the reaction product. The product is: [Br:1][C:2]1[CH:3]=[C:4]([C:9]([O:11][CH3:12])=[O:10])[CH:5]=[N:6][C:7]=1[CH2:8][Br:20]. (4) Given the reactants Br[C:2]1[CH:7]=[CH:6][C:5]([C:8]2[N:9]([C:24]3[CH:29]=[CH:28][CH:27]=[CH:26][C:25]=3[Cl:30])[N:10]=[C:11]3[C:16](=[O:17])[N:15]([CH2:18][C:19]([F:22])([F:21])[F:20])[C:14]([CH3:23])=[N:13][C:12]=23)=[CH:4][CH:3]=1.[CH2:31](B(O)O)[CH2:32][CH2:33][CH3:34].C([O-])([O-])=O.[K+].[K+].C(Cl)Cl, predict the reaction product. The product is: [CH2:31]([C:2]1[CH:7]=[CH:6][C:5]([C:8]2[N:9]([C:24]3[CH:29]=[CH:28][CH:27]=[CH:26][C:25]=3[Cl:30])[N:10]=[C:11]3[C:16](=[O:17])[N:15]([CH2:18][C:19]([F:20])([F:22])[F:21])[C:14]([CH3:23])=[N:13][C:12]=23)=[CH:4][CH:3]=1)[CH2:32][CH2:33][CH3:34].